From a dataset of Forward reaction prediction with 1.9M reactions from USPTO patents (1976-2016). Predict the product of the given reaction. (1) Given the reactants FC(F)(F)S(O[C:7]1[CH:8]=[C:9]2[C:13](=[C:14]([F:16])[CH:15]=1)[C:12]([CH3:18])([CH3:17])[CH2:11][CH2:10]2)(=O)=O.C1(C(C2C=CC=CC=2)=[NH:28])C=CC=CC=1.C1C=CC(P(C2C(C3C(P(C4C=CC=CC=4)C4C=CC=CC=4)=CC=C4C=3C=CC=C4)=C3C(C=CC=C3)=CC=2)C2C=CC=CC=2)=CC=1.CC(C)([O-])C.[Na+].Cl.[OH-].[Na+], predict the reaction product. The product is: [F:16][C:14]1[CH:15]=[C:7]([NH2:28])[CH:8]=[C:9]2[C:13]=1[C:12]([CH3:18])([CH3:17])[CH2:11][CH2:10]2. (2) Given the reactants [Br:1][C:2]1[CH:7]=[CH:6][N:5]=[C:4]([NH:8][C:9](=[O:11])[CH3:10])[CH:3]=1.[H-].[Na+].I[CH3:15].O, predict the reaction product. The product is: [Br:1][C:2]1[CH:7]=[CH:6][N:5]=[C:4]([N:8]([CH3:15])[C:9](=[O:11])[CH3:10])[CH:3]=1.